Dataset: Full USPTO retrosynthesis dataset with 1.9M reactions from patents (1976-2016). Task: Predict the reactants needed to synthesize the given product. (1) Given the product [CH2:1]([C:8]1[O:9][C:10]2[CH:31]=[CH:30][CH:29]=[CH:28][C:11]=2[C:12]=1[C:13]1[CH:14]=[CH:15][C:16]([C:37]2[CH:42]=[CH:41][C:40]([C:43](=[O:55])[CH2:44][CH:45]3[C:50](=[O:51])[O:49][C:48]([CH3:53])([CH3:52])[O:47][C:46]3=[O:54])=[CH:39][CH:38]=2)=[CH:17][CH:18]=1)[C:2]1[CH:3]=[CH:4][CH:5]=[CH:6][CH:7]=1, predict the reactants needed to synthesize it. The reactants are: [CH2:1]([C:8]1[O:9][C:10]2[CH:31]=[CH:30][CH:29]=[CH:28][C:11]=2[C:12]=1[C:13]1[CH:18]=[CH:17][C:16](B2OC(C)(C)C(C)(C)O2)=[CH:15][CH:14]=1)[C:2]1[CH:7]=[CH:6][CH:5]=[CH:4][CH:3]=1.CS(C)=O.Br[C:37]1[CH:42]=[CH:41][C:40]([C:43](=[O:55])[CH2:44][CH:45]2[C:50](=[O:51])[O:49][C:48]([CH3:53])([CH3:52])[O:47][C:46]2=[O:54])=[CH:39][CH:38]=1.P([O-])([O-])([O-])=O.[K+].[K+].[K+]. (2) Given the product [N+:17]([C:20]1[CH:21]=[CH:22][C:23]([N:26]2[C:5]([C:7]3[CH:12]=[CH:11][CH:10]=[CH:9][CH:8]=3)=[CH:4][C:3]([C:2]([F:15])([F:14])[F:1])=[N:27]2)=[CH:24][CH:25]=1)([O-:19])=[O:18], predict the reactants needed to synthesize it. The reactants are: [F:1][C:2]([F:15])([F:14])[C:3](=O)[CH2:4][C:5]([C:7]1[CH:12]=[CH:11][CH:10]=[CH:9][CH:8]=1)=O.Cl.[N+:17]([C:20]1[CH:25]=[CH:24][C:23]([NH:26][NH2:27])=[CH:22][CH:21]=1)([O-:19])=[O:18]. (3) Given the product [F:8][C:7]1[CH:6]=[C:5]([C:9]2[CH:14]=[CH:13][C:12]([C:15]([F:17])([F:18])[F:16])=[C:11]([F:19])[CH:10]=2)[CH:4]=[C:3]2[C:2]=1[NH:1][C:22](=[O:23])[CH2:21][CH2:20]2, predict the reactants needed to synthesize it. The reactants are: [NH2:1][C:2]1[C:7]([F:8])=[CH:6][C:5]([C:9]2[CH:14]=[CH:13][C:12]([C:15]([F:18])([F:17])[F:16])=[C:11]([F:19])[CH:10]=2)=[CH:4][C:3]=1/[CH:20]=[CH:21]/[C:22](OCC)=[O:23].[H][H]. (4) Given the product [CH2:1]([C:4]1[CH:9]=[C:8]([O:10][CH3:11])[C:7]([OH:12])=[C:6]([N:13]2[N:22]=[C:16]3[CH:17]=[CH:18][C:19]([Cl:21])=[CH:20][C:15]3=[N:14]2)[CH:5]=1)[CH:2]=[CH2:3], predict the reactants needed to synthesize it. The reactants are: [CH2:1]([C:4]1[CH:9]=[C:8]([O:10][CH3:11])[C:7]([OH:12])=[C:6]([N:13]=[N:14][C:15]2[CH:20]=[C:19]([Cl:21])[CH:18]=[CH:17][C:16]=2[N+:22]([O-])=O)[CH:5]=1)[CH:2]=[CH2:3].[OH-].[Na+].C(S(O)=O)(N)=N.Cl. (5) Given the product [Br:1][C:2]1[CH:8]=[CH:7][C:5]([C:14]2[O:13][CH:17]=[CH:16][C:15]=2[C:18]([OH:20])=[O:19])=[CH:4][CH:3]=1, predict the reactants needed to synthesize it. The reactants are: [Br:1][C:2]1[CH:8]=[CH:7][C:5](N)=[CH:4][CH:3]=1.N([O-])=O.[Na+].[O:13]1[CH:17]=[CH:16][C:15]([C:18]([OH:20])=[O:19])=[CH:14]1. (6) Given the product [CH3:1][C:2]1([CH3:30])[C:14]2[CH:13]=[C:12]([C:15]3[C:16]([C:24]4[CH:25]=[CH:26][CH:27]=[CH:28][CH:29]=4)=[CH:17][C:18]([NH2:21])=[CH:19][CH:20]=3)[CH:11]=[CH:10][C:9]=2[C:8]2[C:3]1=[CH:4][CH:5]=[CH:6][CH:7]=2, predict the reactants needed to synthesize it. The reactants are: [CH3:1][C:2]1([CH3:30])[C:14]2[CH:13]=[C:12]([C:15]3[CH:20]=[CH:19][C:18]([N+:21]([O-])=O)=[CH:17][C:16]=3[C:24]3[CH:29]=[CH:28][CH:27]=[CH:26][CH:25]=3)[CH:11]=[CH:10][C:9]=2[C:8]2[C:3]1=[CH:4][CH:5]=[CH:6][CH:7]=2.Cl.